This data is from Full USPTO retrosynthesis dataset with 1.9M reactions from patents (1976-2016). The task is: Predict the reactants needed to synthesize the given product. (1) The reactants are: Cl[C:2]1[C:11]2[C:6](=[CH:7][CH:8]=[CH:9][CH:10]=2)[C:5]([CH2:12][O:13][CH2:14][C:15]#[CH:16])=[N:4][N:3]=1.[NH2:17][C:18]1[CH:32]=[CH:31][C:21]2[N:22]([C:25]3[CH:30]=[CH:29][CH:28]=[CH:27][CH:26]=3)[CH:23]=[N:24][C:20]=2[CH:19]=1. Given the product [C:25]1([N:22]2[C:21]3[CH:31]=[CH:32][C:18]([NH:17][C:2]4[C:11]5[C:6](=[CH:7][CH:8]=[CH:9][CH:10]=5)[C:5]([CH2:12][O:13][CH2:14][C:15]#[CH:16])=[N:4][N:3]=4)=[CH:19][C:20]=3[N:24]=[CH:23]2)[CH:30]=[CH:29][CH:28]=[CH:27][CH:26]=1, predict the reactants needed to synthesize it. (2) Given the product [C:23]([O:22][C:20](=[O:21])[CH2:19][N:10]1[C:11]2[C:7](=[C:6]([N+:3]([O-:5])=[O:4])[CH:14]=[CH:13][CH:12]=2)[C:8]([CH2:15][C:16]#[N:17])=[CH:9]1)([CH3:26])([CH3:25])[CH3:24], predict the reactants needed to synthesize it. The reactants are: [H-].[Na+].[N+:3]([C:6]1[CH:14]=[CH:13][CH:12]=[C:11]2[C:7]=1[C:8]([CH2:15][C:16]#[N:17])=[CH:9][NH:10]2)([O-:5])=[O:4].Br[CH2:19][C:20]([O:22][C:23]([CH3:26])([CH3:25])[CH3:24])=[O:21]. (3) Given the product [C:35]([S:32]([CH2:31][C@@H:18]1[CH2:19][C@H:20]([N:23]([CH:41]([CH3:42])[CH3:47])[CH3:24])[CH2:21][CH2:22][C@@H:17]1[N:14]1[CH2:15][CH2:16][C@H:12]([NH:11][C:9](=[O:10])[O:8][CH2:1][C:2]2[CH:7]=[CH:6][CH:5]=[CH:4][CH:3]=2)[C:13]1=[O:39])(=[O:34])=[O:33])([CH3:36])([CH3:37])[CH3:38], predict the reactants needed to synthesize it. The reactants are: [CH2:1]([O:8][C:9]([NH:11][C@H:12]1[CH2:16][CH2:15][N:14]([C@H:17]2[CH2:22][CH2:21][C@@H:20]([NH:23][C:24](=O)OC(C)(C)C)[CH2:19][C@H:18]2[CH2:31][S:32]([C:35]([CH3:38])([CH3:37])[CH3:36])(=[O:34])=[O:33])[C:13]1=[O:39])=[O:10])[C:2]1[CH:7]=[CH:6][CH:5]=[CH:4][CH:3]=1.F[C:41](F)(F)[C:42](O)=O.[CH2:47](Cl)Cl. (4) Given the product [CH2:7]([N:14]1[CH2:43][CH2:42][C:17]2[N:18]=[C:19]([C:52]3[CH:51]=[CH:50][CH:49]=[C:48]4[C:53]=3[C:45]([CH3:44])=[CH:46][N:47]4[S:63]([C:66]3[CH:72]=[CH:71][C:69]([CH3:70])=[CH:68][CH:67]=3)(=[O:65])=[O:64])[N:20]=[C:21]([N:22]3[CH2:27][CH2:26][N:25]([S:28]([C:31]4[CH:36]=[CH:35][CH:34]=[CH:33][C:32]=4[N+:37]([O-:39])=[O:38])(=[O:30])=[O:29])[C@H:24]([CH3:40])[CH2:23]3)[C:16]=2[CH2:15]1)[C:8]1[CH:13]=[CH:12][CH:11]=[CH:10][CH:9]=1, predict the reactants needed to synthesize it. The reactants are: COCCOC.[CH2:7]([N:14]1[CH2:43][CH2:42][C:17]2[N:18]=[C:19](Cl)[N:20]=[C:21]([N:22]3[CH2:27][CH2:26][N:25]([S:28]([C:31]4[CH:36]=[CH:35][CH:34]=[CH:33][C:32]=4[N+:37]([O-:39])=[O:38])(=[O:30])=[O:29])[C@H:24]([CH3:40])[CH2:23]3)[C:16]=2[CH2:15]1)[C:8]1[CH:13]=[CH:12][CH:11]=[CH:10][CH:9]=1.[CH3:44][C:45]1[C:53]2[C:48](=[CH:49][CH:50]=[CH:51][C:52]=2B2OC(C)(C)C(C)(C)O2)[N:47]([S:63]([C:66]2[CH:72]=[CH:71][C:69]([CH3:70])=[CH:68][CH:67]=2)(=[O:65])=[O:64])[CH:46]=1.C([O-])([O-])=O.[Na+].[Na+]. (5) The reactants are: Cl.[Cl:2][C:3]1[CH:8]=[CH:7][C:6]([CH2:9][CH:10]([C:14]2[CH:19]=[CH:18][CH:17]=[CH:16][CH:15]=2)[CH:11](N)C)=[CH:5][CH:4]=1.[OH2:20].[OH-:21].[Li+]. Given the product [Cl:2][C:3]1[CH:8]=[CH:7][C:6]([CH2:9][CH:10]([C:14]2[CH:19]=[CH:18][CH:17]=[CH:16][CH:15]=2)[C:11]([OH:21])=[O:20])=[CH:5][CH:4]=1, predict the reactants needed to synthesize it.